Dataset: Catalyst prediction with 721,799 reactions and 888 catalyst types from USPTO. Task: Predict which catalyst facilitates the given reaction. Reactant: [F:1][C:2]1[CH:3]=[C:4]([N+:12]([O-])=O)[CH:5]=[CH:6][C:7]=1[S:8]([CH3:11])(=[O:10])=[O:9]. Product: [F:1][C:2]1[CH:3]=[C:4]([CH:5]=[CH:6][C:7]=1[S:8]([CH3:11])(=[O:10])=[O:9])[NH2:12]. The catalyst class is: 770.